From a dataset of Forward reaction prediction with 1.9M reactions from USPTO patents (1976-2016). Predict the product of the given reaction. (1) The product is: [Cl:33][C:32]1[CH:31]=[CH:30][C:28]([NH:16][C:14]([NH:13][C:10]2[CH:11]=[CH:12][C:7]([OH:6])=[CH:8][CH:9]=2)=[O:15])=[CH:27][C:26]=1[C:25]([F:24])([F:34])[F:35]. Given the reactants CN(C)C=O.[OH:6][C:7]1[CH:12]=[CH:11][C:10]([NH:13][C:14]([NH2:16])=[O:15])=[CH:9][CH:8]=1.C(N(CC)CC)C.[F:24][C:25]([F:35])([F:34])[C:26]1[CH:27]=[C:28]([CH:30]=[CH:31][C:32]=1[Cl:33])N, predict the reaction product. (2) Given the reactants [OH:1][NH:2][C:3](=[NH:17])[C:4]1[CH:9]=[CH:8][C:7]([S:10](=[O:16])(=[O:15])[NH:11][CH2:12][CH2:13]O)=[CH:6][CH:5]=1.C(C1C=CC(S(Cl)(=O)=O)=CC=1)#N.[C:30]([O:34][C:35](=[O:40])[NH:36]CCN)([CH3:33])([CH3:32])[CH3:31], predict the reaction product. The product is: [C:30]([O:34][C:35](=[O:40])[NH:36][CH2:13][CH2:12][NH:11][S:10]([C:7]1[CH:8]=[CH:9][C:4]([C:3](=[NH:17])[NH:2][OH:1])=[CH:5][CH:6]=1)(=[O:16])=[O:15])([CH3:33])([CH3:32])[CH3:31]. (3) Given the reactants [NH2:1][CH2:2][C:3]1[N:8]=[C:7]([N:9]([CH2:17][C:18]([O:20][C:21]([CH3:24])([CH3:23])[CH3:22])=[O:19])[C:10]([O:12][C:13]([CH3:16])([CH3:15])[CH3:14])=[O:11])[CH:6]=[CH:5][CH:4]=1.[S:25]1[CH:29]=[CH:28][C:27]([S:30](Cl)(=[O:32])=[O:31])=[CH:26]1, predict the reaction product. The product is: [C:13]([O:12][C:10]([N:9]([CH2:17][C:18]([O:20][C:21]([CH3:24])([CH3:23])[CH3:22])=[O:19])[C:7]1[CH:6]=[CH:5][CH:4]=[C:3]([CH:2]([S:30]([C:27]2[CH:28]=[CH:29][S:25][CH:26]=2)(=[O:32])=[O:31])[NH2:1])[N:8]=1)=[O:11])([CH3:16])([CH3:15])[CH3:14]. (4) The product is: [CH3:1][C:2]1([CH3:22])[C:11]2[C:6](=[CH:7][C:8]([NH:12][C:13]([C:14]3[C:15]([NH:33][CH2:32][C:31]4[CH:30]=[CH:29][N:28]=[C:27]5[NH:23][N:24]=[CH:25][C:26]=45)=[N:16][CH:17]=[CH:18][CH:19]=3)=[O:21])=[CH:9][CH:10]=2)[NH:5][CH2:4][CH2:3]1. Given the reactants [CH3:1][C:2]1([CH3:22])[C:11]2[C:6](=[CH:7][C:8]([NH:12][C:13](=[O:21])[C:14]3[CH:19]=[CH:18][CH:17]=[N:16][C:15]=3F)=[CH:9][CH:10]=2)[NH:5][CH2:4][CH2:3]1.[NH:23]1[C:27]2=[N:28][CH:29]=[CH:30][C:31]([CH2:32][NH2:33])=[C:26]2[CH:25]=[N:24]1.CCN(C(C)C)C(C)C, predict the reaction product.